Predict the product of the given reaction. From a dataset of Forward reaction prediction with 1.9M reactions from USPTO patents (1976-2016). (1) Given the reactants C(N1CCN(C2SC(C(O)=O)=C(C)N=2)C1=O)C1C=CC=CC=1.[F:23][C:24]1[CH:45]=[CH:44][C:27]([CH2:28][N:29]2[CH2:33][CH2:32][N:31]([C:34]3[S:35][C:36]([C:40](O)=[O:41])=[C:37]([CH3:39])[N:38]=3)[C:30]2=[O:43])=[CH:26][CH:25]=1.[F:46][C:47]1[CH:54]=[CH:53][C:50]([CH2:51][NH2:52])=[CH:49][CH:48]=1, predict the reaction product. The product is: [F:46][C:47]1[CH:54]=[CH:53][C:50]([CH2:51][NH:52][C:40]([C:36]2[S:35][C:34]([N:31]3[CH2:32][CH2:33][N:29]([CH2:28][C:27]4[CH:26]=[CH:25][C:24]([F:23])=[CH:45][CH:44]=4)[C:30]3=[O:43])=[N:38][C:37]=2[CH3:39])=[O:41])=[CH:49][CH:48]=1. (2) Given the reactants C[O:2][C:3](=[O:39])[C@H:4]([CH2:17][C:18]1[CH:23]=[CH:22][C:21]([C:24]2[C:25](=[O:38])[N:26]([CH2:31][C:32]3[CH:37]=[CH:36][CH:35]=[CH:34][CH:33]=3)[CH:27]=[C:28]([Cl:30])[CH:29]=2)=[CH:20][CH:19]=1)[NH:5][C:6]([C:8]1([CH2:13][CH2:14][O:15][CH3:16])[CH2:12][CH2:11][CH2:10][CH2:9]1)=[O:7].O.[OH-].[Li+], predict the reaction product. The product is: [Cl:30][C:28]1[CH:29]=[C:24]([C:21]2[CH:20]=[CH:19][C:18]([CH2:17][C@@H:4]([C:3]([OH:39])=[O:2])[NH:5][C:6]([C:8]3([CH2:13][CH2:14][O:15][CH3:16])[CH2:12][CH2:11][CH2:10][CH2:9]3)=[O:7])=[CH:23][CH:22]=2)[C:25](=[O:38])[N:26]([CH2:31][C:32]2[CH:33]=[CH:34][CH:35]=[CH:36][CH:37]=2)[CH:27]=1.